From a dataset of Reaction yield outcomes from USPTO patents with 853,638 reactions. Predict the reaction yield, written as a fraction of the theoretical maximum amount of product (1.0 means a 100% yield; for example, 0.34 means a 34% yield). The reactants are O.[OH-].[Li+].[CH:4]1([C@H:10]([NH:15][C:16]([C:18]2[CH:23]=[CH:22][C:21]([F:24])=[CH:20][C:19]=2[NH:25][C:26]([NH:28][C:29]2[C:34]([CH3:35])=[CH:33][C:32]([CH2:36][CH:37]3[CH2:39][CH2:38]3)=[CH:31][C:30]=2[CH3:40])=[O:27])=[O:17])[C:11]([O:13]C)=[O:12])[CH2:9][CH2:8][CH2:7][CH2:6][CH2:5]1.CO.Cl. The catalyst is C1COCC1.O. The product is [CH:4]1([C@H:10]([NH:15][C:16]([C:18]2[CH:23]=[CH:22][C:21]([F:24])=[CH:20][C:19]=2[NH:25][C:26]([NH:28][C:29]2[C:34]([CH3:35])=[CH:33][C:32]([CH2:36][CH:37]3[CH2:39][CH2:38]3)=[CH:31][C:30]=2[CH3:40])=[O:27])=[O:17])[C:11]([OH:13])=[O:12])[CH2:5][CH2:6][CH2:7][CH2:8][CH2:9]1. The yield is 1.00.